From a dataset of Forward reaction prediction with 1.9M reactions from USPTO patents (1976-2016). Predict the product of the given reaction. Given the reactants [CH3:1][C:2]1([C:7]2[CH:8]=[C:9]([CH2:13][CH2:14][CH2:15][N:16]3C(=O)C4C(=CC=CC=4)C3=O)[CH:10]=[CH:11][CH:12]=2)[O:6][CH2:5][CH2:4][O:3]1.FC(F)(F)C(C1C=CC(CCCN2C(=O)C3C(=CC=CC=3)C2=O)=CC=1)O, predict the reaction product. The product is: [CH3:1][C:2]1([C:7]2[CH:8]=[C:9]([CH2:13][CH2:14][CH2:15][NH2:16])[CH:10]=[CH:11][CH:12]=2)[O:3][CH2:4][CH2:5][O:6]1.